This data is from Catalyst prediction with 721,799 reactions and 888 catalyst types from USPTO. The task is: Predict which catalyst facilitates the given reaction. (1) Reactant: C(OC([NH:8][C@@H:9]1[CH2:14][CH2:13][CH2:12][C@@H:11]([C:15]([OH:17])=[O:16])[CH2:10]1)=O)(C)(C)C.[C:18]([OH:24])([C:20]([F:23])([F:22])[F:21])=[O:19]. Product: [F:21][C:20]([F:23])([F:22])[C:18]([OH:24])=[O:19].[NH2:8][C@@H:9]1[CH2:14][CH2:13][CH2:12][C@@H:11]([C:15]([OH:17])=[O:16])[CH2:10]1. The catalyst class is: 2. (2) Reactant: [O:1]=[S:2]1(=[O:23])[C:8]2[CH:9]=[C:10]([O:13][C:14]3[CH:15]=[C:16]([CH:20]=[CH:21][CH:22]=3)[C:17](O)=[O:18])[CH:11]=[CH:12][C:7]=2[NH:6][CH2:5][CH2:4][NH:3]1.F[B-](F)(F)F.[N:29]1(OC(N(C)C)=[N+](C)C)[C:33]2C=CC=CC=2N=N1.C(N(C(C)C)CC)(C)C.CN.C1COCC1.Cl. The catalyst class is: 4. Product: [O:1]=[S:2]1(=[O:23])[C:8]2[CH:9]=[C:10]([O:13][C:14]3[CH:15]=[C:16]([CH:20]=[CH:21][CH:22]=3)[C:17]([NH:29][CH3:33])=[O:18])[CH:11]=[CH:12][C:7]=2[NH:6][CH2:5][CH2:4][NH:3]1.